This data is from Full USPTO retrosynthesis dataset with 1.9M reactions from patents (1976-2016). The task is: Predict the reactants needed to synthesize the given product. (1) Given the product [NH2:22][C:2]1[C:3]2[C:10]([I:11])=[CH:9][N:8]([C@@H:12]3[O:18][C@H:17]([CH2:19][OH:20])[C@@H:15]([OH:16])[C@@:13]3([CH3:21])[OH:14])[C:4]=2[N:5]=[CH:6][N:7]=1, predict the reactants needed to synthesize it. The reactants are: Cl[C:2]1[C:3]2[C:10]([I:11])=[CH:9][N:8]([C@@H:12]3[O:18][C@H:17]([CH2:19][OH:20])[C@@H:15]([OH:16])[C@@:13]3([CH3:21])[OH:14])[C:4]=2[N:5]=[CH:6][N:7]=1.[NH3:22]. (2) Given the product [NH2:28][CH2:27][CH2:26][NH:29][C:16]1[N:15]=[N:14][C:13]([C:19]([NH2:21])=[O:20])=[C:12]([NH:11][C:9]2[CH:8]=[CH:7][N:6]=[C:5]([C:1]([CH3:4])([CH3:3])[CH3:2])[N:10]=2)[CH:17]=1, predict the reactants needed to synthesize it. The reactants are: [C:1]([C:5]1[N:10]=[C:9]([NH:11][C:12]2[CH:17]=[C:16](Cl)[N:15]=[N:14][C:13]=2[C:19]([NH2:21])=[O:20])[CH:8]=[CH:7][N:6]=1)([CH3:4])([CH3:3])[CH3:2].CS(C)=O.[CH2:26]([NH2:29])[CH2:27][NH2:28]. (3) Given the product [CH3:41][O:42][C:43](=[O:47])[CH2:44][CH2:45][NH:46][C:9]([CH:7]1[CH2:8][N:1]([C:54](=[O:30])[CH2:55][CH2:27][CH:24]2[CH2:23][CH2:22][N:21]([C:19]([O:18][C:14]([CH3:15])([CH3:16])[CH3:17])=[O:20])[CH2:26][CH2:25]2)[CH2:2][CH2:3][CH:4]=[CH:5][CH2:6]1)=[O:11], predict the reactants needed to synthesize it. The reactants are: [NH:1]1[CH2:8][CH:7]([C:9]([O:11]CC)=O)[CH2:6][CH:5]=[CH:4][CH2:3][CH2:2]1.[C:14]([O:18][C:19]([N:21]1[CH2:26][CH2:25][CH:24]([C:27](O)=O)[CH2:23][CH2:22]1)=[O:20])([CH3:17])([CH3:16])[CH3:15].[OH:30]N1C2C=CC=CC=2N=N1.Cl.[CH3:41][O:42][C:43](=[O:47])[CH2:44][CH2:45][NH2:46].CCN=C=NC[CH2:54][CH2:55]N(C)C. (4) Given the product [I:27][C:9]1[NH:8][C:7]([C:1]2[CH:6]=[CH:5][CH:4]=[CH:3][CH:2]=2)=[N:11][C:10]=1[C:12]1[CH:13]=[CH:14][C:15]([C:16]#[N:17])=[CH:18][CH:19]=1, predict the reactants needed to synthesize it. The reactants are: [C:1]1([C:7]2[NH:8][CH:9]=[C:10]([C:12]3[CH:19]=[CH:18][C:15]([C:16]#[N:17])=[CH:14][CH:13]=3)[N:11]=2)[CH:6]=[CH:5][CH:4]=[CH:3][CH:2]=1.C1C(=O)N([I:27])C(=O)C1. (5) Given the product [CH2:25]([N:26]1[C:30](=[O:31])[C:29]2=[CH:32][CH:33]=[CH:34][CH:35]=[C:28]2[C:27]1=[O:36])[CH3:24], predict the reactants needed to synthesize it. The reactants are: ClC1C=CC=CC=1C1C(O)=NC2N=C(S(C)(=O)=O)N=CC=2C=1.O[CH2:24][CH2:25][N:26]1[C:30](=[O:31])[C:29]2=[CH:32][CH:33]=[CH:34][CH:35]=[C:28]2[C:27]1=[O:36].C1(P(C2C=CC=CC=2)C2C=CC=CC=2)C=CC=CC=1.CCOC(/N=N/C(OCC)=O)=O. (6) Given the product [Cl-:17].[CH:3](=[N+:2]([CH3:13])[CH3:1])[C:7]1[CH:12]=[CH:11][CH:10]=[CH:9][CH:8]=1, predict the reactants needed to synthesize it. The reactants are: [CH3:1][N:2]([CH3:13])[CH:3]([C:7]1[CH:12]=[CH:11][CH:10]=[CH:9][CH:8]=1)N(C)C.C([Cl:17])(=O)C.